This data is from Full USPTO retrosynthesis dataset with 1.9M reactions from patents (1976-2016). The task is: Predict the reactants needed to synthesize the given product. (1) Given the product [NH:19]1[CH2:20][CH2:21][CH2:22][CH2:23][CH:18]1[C:16]1[S:17][C:13]([C:10]2[NH:9][C:8]3[CH:7]=[CH:6][CH:5]=[C:4]([C:1]([NH2:2])=[O:3])[C:12]=3[N:11]=2)=[CH:14][CH:15]=1, predict the reactants needed to synthesize it. The reactants are: [C:1]([C:4]1[C:12]2[N:11]=[C:10]([C:13]3[S:17][C:16]([CH:18]4[CH2:23][CH2:22][CH2:21][CH2:20][N:19]4C(OCC4C=CC=CC=4)=O)=[CH:15][CH:14]=3)[NH:9][C:8]=2[CH:7]=[CH:6][CH:5]=1)(=[O:3])[NH2:2]. (2) The reactants are: [CH:1]1([CH2:4][N:5]2[CH:14]=[CH:13][C:12]3[C:7](=[CH:8][CH:9]=[C:10]([NH:15]N)[CH:11]=3)[C:6]2=[O:17])[CH2:3][CH2:2]1.[NH:18]1C2[C:21](=[CH:22]C=CC=2)[CH:20]=[CH:19]1.[Cl:27]CCCC1OCCO1. Given the product [NH2:18][CH2:19][CH2:20][C:21]1[C:11]2=[C:12]3[C:7](=[CH:8][CH:9]=[C:10]2[NH:15][CH:22]=1)[C:6](=[O:17])[N:5]([CH2:4][CH:1]1[CH2:3][CH2:2]1)[CH:14]=[CH:13]3.[ClH:27], predict the reactants needed to synthesize it. (3) Given the product [CH3:24][C:14]([CH3:25])([CH2:13][N:12]1[C:11]2[C:10]3[CH:9]=[CH:8][CH:7]=[CH:6][C:5]=3[N:4]=[CH:3][C:2]=2[NH:1][C:26]1=[S:27])[CH2:15][NH:16][C:17](=[O:23])[O:18][C:19]([CH3:20])([CH3:22])[CH3:21], predict the reactants needed to synthesize it. The reactants are: [NH2:1][C:2]1[CH:3]=[N:4][C:5]2[C:10]([C:11]=1[NH:12][CH2:13][C:14]([CH3:25])([CH3:24])[CH2:15][NH:16][C:17](=[O:23])[O:18][C:19]([CH3:22])([CH3:21])[CH3:20])=[CH:9][CH:8]=[CH:7][CH:6]=2.[C:26](N1C=CN=C1)(N1C=CN=C1)=[S:27]. (4) Given the product [CH2:1]([CH:3]([CH:4]1[CH2:8][C:9]([CH3:13])([OH:18])[CH2:10][CH2:11][O:5]1)[CH2:6][CH3:7])[CH3:2], predict the reactants needed to synthesize it. The reactants are: [CH2:1]([CH:3]([CH2:6][CH3:7])[CH:4]=[O:5])[CH3:2].[CH3:8][C:9](=[CH2:13])[CH2:10][CH2:11]O.O.[O-2].[O-2].[O-2].[O:18]=[Si]=O.O=[Si]=O.O=[Si]=O.O=[Si]=O.[Al+3].[Al+3]. (5) Given the product [Cl:26][C:21]1[CH:20]=[C:19]([CH2:18][C:17]([N:16]([C@@H:8]([C:4]2[CH:5]=[CH:6][CH:7]=[C:2]([NH:1][S:41]([CH2:40][CH2:39][O:38][CH2:37][C:36]([F:35])([F:45])[F:46])(=[O:43])=[O:42])[CH:3]=2)[CH2:9][N:10]2[CH2:14][CH2:13][C@@H:12]([OH:15])[CH2:11]2)[CH3:28])=[O:27])[CH:24]=[CH:23][C:22]=1[Cl:25], predict the reactants needed to synthesize it. The reactants are: [NH2:1][C:2]1[CH:3]=[C:4]([C@H:8]([N:16]([CH3:28])[C:17](=[O:27])[CH2:18][C:19]2[CH:24]=[CH:23][C:22]([Cl:25])=[C:21]([Cl:26])[CH:20]=2)[CH2:9][N:10]2[CH2:14][CH2:13][C@@H:12]([OH:15])[CH2:11]2)[CH:5]=[CH:6][CH:7]=1.N1C=CC=CC=1.[F:35][C:36]([F:46])([F:45])[CH2:37][O:38][CH2:39][CH2:40][S:41](Cl)(=[O:43])=[O:42].